Dataset: Full USPTO retrosynthesis dataset with 1.9M reactions from patents (1976-2016). Task: Predict the reactants needed to synthesize the given product. (1) Given the product [N:9]1[CH:10]=[CH:11][CH:12]=[C:7]([N:4]2[CH2:5][CH2:6][C:2](=[O:26])[NH:3]2)[CH:8]=1, predict the reactants needed to synthesize it. The reactants are: Cl[C:2]1[CH:6]=[CH:5][N:4]([C:7]2[CH:8]=[N:9][CH:10]=[CH:11][CH:12]=2)[N:3]=1.Cl.Cl.N(C1C=NC=CC=1)N.C(OC)(=[O:26])C=C.C[O-].[Na+].[O-]CC.[Na+]. (2) Given the product [F:7][C:8]1[CH:9]=[C:10]([CH:20]=[CH:21][CH:22]=1)[O:11][C:12]1[CH:13]=[C:14]([CH:17]=[CH:18][CH:19]=1)[CH2:15][NH2:16], predict the reactants needed to synthesize it. The reactants are: [H-].[Al+3].[Li+].[H-].[H-].[H-].[F:7][C:8]1[CH:9]=[C:10]([CH:20]=[CH:21][CH:22]=1)[O:11][C:12]1[CH:13]=[C:14]([CH:17]=[CH:18][CH:19]=1)[C:15]#[N:16].CO.[Cl-].[NH4+].